Dataset: Peptide-MHC class II binding affinity with 134,281 pairs from IEDB. Task: Regression. Given a peptide amino acid sequence and an MHC pseudo amino acid sequence, predict their binding affinity value. This is MHC class II binding data. (1) The binding affinity (normalized) is 0.592. The MHC is HLA-DQA10501-DQB10201 with pseudo-sequence HLA-DQA10501-DQB10201. The peptide sequence is GGQSSFYSDWYQPAC. (2) The peptide sequence is LQLIRLAASLQHYGL. The MHC is DRB5_0101 with pseudo-sequence DRB5_0101. The binding affinity (normalized) is 0.944. (3) The peptide sequence is IVDRQWAQDLTLPWQ. The MHC is DRB3_0101 with pseudo-sequence DRB3_0101. The binding affinity (normalized) is 0.787. (4) The peptide sequence is AAAAAVAAEAY. The MHC is HLA-DQA10501-DQB10301 with pseudo-sequence HLA-DQA10501-DQB10301. The binding affinity (normalized) is 0.848. (5) The peptide sequence is GNIVAVDIKPKDSDE. The MHC is DRB3_0101 with pseudo-sequence DRB3_0101. The binding affinity (normalized) is 0.543. (6) The peptide sequence is LQSLGADIASEQAVL. The MHC is HLA-DPA10201-DPB10101 with pseudo-sequence HLA-DPA10201-DPB10101. The binding affinity (normalized) is 0.138. (7) The peptide sequence is EAAAIFMTATPPGTA. The MHC is DRB1_1302 with pseudo-sequence DRB1_1302. The binding affinity (normalized) is 0.272. (8) The peptide sequence is RAYRNALSMMPEAMT. The MHC is DRB1_0801 with pseudo-sequence DRB1_0801. The binding affinity (normalized) is 0.666. (9) The peptide sequence is VATLSEALRIIAGTLEVHAV. The MHC is DRB1_1501 with pseudo-sequence DRB1_1501. The binding affinity (normalized) is 0.644. (10) The peptide sequence is ASEGAVDIINRWQVV. The MHC is HLA-DPA10201-DPB11401 with pseudo-sequence HLA-DPA10201-DPB11401. The binding affinity (normalized) is 0.193.